This data is from Full USPTO retrosynthesis dataset with 1.9M reactions from patents (1976-2016). The task is: Predict the reactants needed to synthesize the given product. (1) Given the product [Cl:1][C:2]1[C:10]2[N:9]=[C:8]3[N:11]([C:15]4[CH:20]=[CH:19][C:18]([Cl:21])=[CH:17][C:16]=4[Cl:22])[CH2:12][CH2:13][CH2:14][N:7]3[C:6]=2[C:5]([CH:23]([CH2:24][CH3:25])[O:26][CH2:49][CH2:48][OH:30])=[CH:4][CH:3]=1, predict the reactants needed to synthesize it. The reactants are: [Cl:1][C:2]1[C:10]2[N:9]=[C:8]3[N:11]([C:15]4[CH:20]=[CH:19][C:18]([Cl:21])=[CH:17][C:16]=4[Cl:22])[CH2:12][CH2:13][CH2:14][N:7]3[C:6]=2[C:5]([CH:23]([OH:26])[CH2:24][CH3:25])=[CH:4][CH:3]=1.[H-].[Na+].[SiH3][O:30][SiH3].[F-].C([N+](CC[CH2:48][CH3:49])(CCCC)CCCC)CCC. (2) Given the product [CH3:1][C:2]1[CH:7]=[CH:6][C:5]([C:8]2[CH:9]=[C:10]([C:25]([N:51]3[CH2:55][CH2:54][CH:53]([N:56]4[CH2:57][CH2:58][O:59][CH2:60][CH2:61]4)[CH2:52]3)=[O:27])[CH:11]=[C:12]([C:14]([NH:15][CH2:16][C:17]3[CH:18]=[N:19][C:20]([CH3:23])=[CH:21][CH:22]=3)=[O:24])[CH:13]=2)=[CH:4][CH:3]=1, predict the reactants needed to synthesize it. The reactants are: [CH3:1][C:2]1[CH:7]=[CH:6][C:5]([C:8]2[CH:13]=[C:12]([C:14](=[O:24])[NH:15][CH2:16][C:17]3[CH:18]=[N:19][C:20]([CH3:23])=[CH:21][CH:22]=3)[CH:11]=[C:10]([C:25]([OH:27])=O)[CH:9]=2)=[CH:4][CH:3]=1.Cl.CN(C)CCCN=C=NCC.O.ON1C2C=CC=CC=2N=N1.[NH:51]1[CH2:55][CH2:54][CH:53]([N:56]2[CH2:61][CH2:60][O:59][CH2:58][CH2:57]2)[CH2:52]1.C(N(CC)C(C)C)(C)C. (3) The reactants are: S(Cl)(Cl)=O.[Cl:5][C:6]1[CH:11]=[CH:10][C:9]([C:12]2[CH:13]=[CH:14][C:15]([C:18]#[C:19][C:20]3[CH:21]=[C:22]4[C:27](=[CH:28][CH:29]=3)[N:26]=[C:25]([CH2:30]O)[CH:24]=[C:23]4[CH3:32])=[N:16][CH:17]=2)=[CH:8][CH:7]=1.N1C=CC=CC=1.[CH3:39][CH:40]1[CH2:45][CH2:44][NH:43][CH2:42][CH2:41]1. Given the product [Cl:5][C:6]1[CH:11]=[CH:10][C:9]([C:12]2[CH:13]=[CH:14][C:15]([C:18]#[C:19][C:20]3[CH:21]=[C:22]4[C:27](=[CH:28][CH:29]=3)[N:26]=[C:25]([CH2:30][N:43]3[CH2:44][CH2:45][CH:40]([CH3:39])[CH2:41][CH2:42]3)[CH:24]=[C:23]4[CH3:32])=[N:16][CH:17]=2)=[CH:8][CH:7]=1, predict the reactants needed to synthesize it. (4) The reactants are: CC1(C)OB([C:7]2[CH:8]=[N:9][N:10](C(OC(C)(C)C)=O)[CH:11]=2)OC1(C)C.Br[C:23]1[C:24]([O:38][CH:39]2[CH2:42][CH2:41][CH2:40]2)=[C:25]2[C:30](=[CH:31][CH:32]=1)[N:29]([C:33]([O:35][CH3:36])=[O:34])[C@@H:28]([CH3:37])[CH2:27][CH2:26]2.C(=O)([O-])[O-].[Na+].[Na+].O1CCOCC1. Given the product [CH:39]1([O:38][C:24]2[C:23]([C:7]3[CH:11]=[N:10][NH:9][CH:8]=3)=[CH:32][CH:31]=[C:30]3[C:25]=2[CH2:26][CH2:27][C@H:28]([CH3:37])[N:29]3[C:33]([O:35][CH3:36])=[O:34])[CH2:40][CH2:41][CH2:42]1, predict the reactants needed to synthesize it.